Dataset: Experimentally validated miRNA-target interactions with 360,000+ pairs, plus equal number of negative samples. Task: Binary Classification. Given a miRNA mature sequence and a target amino acid sequence, predict their likelihood of interaction. The miRNA is hsa-miR-548c-3p with sequence CAAAAAUCUCAAUUACUUUUGC. Result: 0 (no interaction). The protein sequence of the target gene is MRLLAKIICLMLWAICVAEDCNELPPRRNTEILTGSWSDQTYPEGTQAIYKCRPGYRSLGNVIMVCRKGEWVALNPLRKCQKRPCGHPGDTPFGTFTLTGGNVFEYGVKAVYTCNEGYQLLGEINYRECDTDGWTNDIPICEVVKCLPVTAPENGKIVSSAMEPDREYHFGQAVRFVCNSGYKIEGDEEMHCSDDGFWSKEKPKCVEISCKSPDVINGSPISQKIIYKENERFQYKCNMGYEYSERGDAVCTESGWRPLPSCEEKSCDNPYIPNGDYSPLRIKHRTGDEITYQCRNGFYP....